Dataset: Forward reaction prediction with 1.9M reactions from USPTO patents (1976-2016). Task: Predict the product of the given reaction. (1) The product is: [CH3:37][S:38]([O:29][CH2:28][C:5]1[C:4]2[C:9](=[CH:10][CH:11]=[C:2]([F:1])[CH:3]=2)[N:8]=[C:7]([CH:12]([NH:14][C:15]([O:16][C:17]([CH3:19])([CH3:20])[CH3:18])=[O:21])[CH3:13])[C:6]=1[C:22]1[CH:23]=[CH:24][CH:25]=[CH:26][CH:27]=1)(=[O:40])=[O:39]. Given the reactants [F:1][C:2]1[CH:3]=[C:4]2[C:9](=[CH:10][CH:11]=1)[N:8]=[C:7]([CH:12]([NH:14][C:15](=[O:21])[O:16][C:17]([CH3:20])([CH3:19])[CH3:18])[CH3:13])[C:6]([C:22]1[CH:27]=[CH:26][CH:25]=[CH:24][CH:23]=1)=[C:5]2[CH2:28][OH:29].CCN(CC)CC.[CH3:37][S:38](Cl)(=[O:40])=[O:39], predict the reaction product. (2) Given the reactants N[C:2]1[C:3]([O:9][CH3:10])=[N:4][CH:5]=[CH:6][C:7]=1[Cl:8].N([O-])=O.[Na+].[ClH:15], predict the reaction product. The product is: [Cl:15][C:2]1[C:3]([O:9][CH3:10])=[N:4][CH:5]=[CH:6][C:7]=1[Cl:8]. (3) Given the reactants [N-:1]=[N+]=[N-].[Na+].[C:5]1([C:11]2(C(O)=O)[CH2:13][CH2:12]2)[CH:10]=[CH:9][CH:8]=[CH:7][CH:6]=1, predict the reaction product. The product is: [C:5]1([C:11]2([NH2:1])[CH2:13][CH2:12]2)[CH:10]=[CH:9][CH:8]=[CH:7][CH:6]=1. (4) The product is: [F:19][C:2]([F:1])([F:20])[C:3]1[CH:4]=[C:5]([N:9]2[CH2:14][CH2:13][CH:12]([C:15]([OH:17])=[O:16])[CH2:11][CH2:10]2)[CH:6]=[CH:7][CH:8]=1. Given the reactants [F:1][C:2]([F:20])([F:19])[C:3]1[CH:4]=[C:5]([N:9]2[CH2:14][CH2:13][CH:12]([C:15]([O:17]C)=[O:16])[CH2:11][CH2:10]2)[CH:6]=[CH:7][CH:8]=1.[Na].[OH-].Cl, predict the reaction product. (5) Given the reactants [C:1]([C:4]1[C:9]([C:10]([F:13])([F:12])[F:11])=[CH:8][CH:7]=[CH:6][N:5]=1)(=O)[CH3:2].[N:14]([CH:17](OC)OC)([CH3:16])[CH3:15], predict the reaction product. The product is: [CH3:15][N:14]([CH3:17])[CH2:16][CH:2]=[CH:1][C:4]1[C:9]([C:10]([F:13])([F:12])[F:11])=[CH:8][CH:7]=[CH:6][N:5]=1.